From a dataset of Full USPTO retrosynthesis dataset with 1.9M reactions from patents (1976-2016). Predict the reactants needed to synthesize the given product. Given the product [Cl:18][C:13]1[CH:12]=[C:11]([C@H:10]([NH:19][C:20]([N:22]2[CH2:31][CH2:30][C:29]3[CH:28]=[N:27][C:26]([NH:32][CH:33]4[CH2:38][CH2:37][O:36][CH2:35][CH2:34]4)=[N:25][C:24]=3[CH2:23]2)=[O:21])[CH2:9][OH:8])[CH:16]=[CH:15][C:14]=1[F:17], predict the reactants needed to synthesize it. The reactants are: [Si]([O:8][CH2:9][C@@H:10]([NH:19][C:20]([N:22]1[CH2:31][CH2:30][C:29]2[CH:28]=[N:27][C:26]([NH:32][CH:33]3[CH2:38][CH2:37][O:36][CH2:35][CH2:34]3)=[N:25][C:24]=2[CH2:23]1)=[O:21])[C:11]1[CH:16]=[CH:15][C:14]([F:17])=[C:13]([Cl:18])[CH:12]=1)(C(C)(C)C)(C)C.C1COCC1.CCCC[N+](CCCC)(CCCC)CCCC.[F-].